Dataset: Catalyst prediction with 721,799 reactions and 888 catalyst types from USPTO. Task: Predict which catalyst facilitates the given reaction. Reactant: [F:1][C:2]([F:18])([C:9]([F:17])([F:16])[C:10]([F:15])([F:14])[CH:11]([F:13])[F:12])[CH2:3][CH:4]([C:7]#[N:8])[C:5]#[N:6].I[CH2:20][CH2:21][CH2:22][CH2:23][CH3:24].C(=O)([O-])[O-].[K+].[K+].Cl. Product: [F:1][C:2]([F:18])([C:9]([F:16])([F:17])[C:10]([F:14])([F:15])[CH:11]([F:13])[F:12])[CH2:3][C:4]([CH2:20][CH2:21][CH2:22][CH2:23][CH3:24])([C:7]#[N:8])[C:5]#[N:6]. The catalyst class is: 16.